Dataset: Full USPTO retrosynthesis dataset with 1.9M reactions from patents (1976-2016). Task: Predict the reactants needed to synthesize the given product. (1) Given the product [NH2:24][C:22](=[N:21][S:20]([C:14]1[CH:13]=[C:12]([CH:5]([C:6]2[CH:7]=[CH:8][CH:9]=[CH:10][CH:11]=2)[CH2:4][C:3]([OH:27])=[O:2])[CH:17]=[CH:16][C:15]=1[O:18][CH3:19])(=[O:25])=[O:26])[NH2:23], predict the reactants needed to synthesize it. The reactants are: C[O:2][C:3](=[O:27])[CH2:4][CH:5]([C:12]1[CH:17]=[CH:16][C:15]([O:18][CH3:19])=[C:14]([S:20](=[O:26])(=[O:25])[N:21]=[C:22]([NH2:24])[NH2:23])[CH:13]=1)[C:6]1[CH:11]=[CH:10][CH:9]=[CH:8][CH:7]=1.[Li+].[OH-].Cl. (2) Given the product [Cl:1][C:2]1[C:6]([CH:7]2[CH:12]3[CH2:13][CH2:14][N:9]([CH2:10][CH2:11]3)[CH2:8]2)=[N:5][S:4][N:3]=1, predict the reactants needed to synthesize it. The reactants are: [Cl:1][C:2]1[C:6]([C:7]2(Cl)[CH:12]3[CH2:13][CH2:14][N:9]([CH2:10][CH2:11]3)[CH2:8]2)=[N:5][S:4][N:3]=1.C(OCC)(=O)C.C(Cl)Cl.C(=O)([O-])[O-].[K+].[K+]. (3) The reactants are: [CH2:1](Br)[C:2]1[CH:7]=[CH:6][CH:5]=[CH:4][CH:3]=1.[F:9][C:10]([F:29])([F:28])[C:11]([NH:13][C@@H:14]([CH3:27])[C@H:15]([OH:26])[C:16]1[CH:21]=[CH:20][C:19]([OH:22])=[C:18]([N+:23]([O-:25])=[O:24])[CH:17]=1)=[O:12].C(=O)([O-])[O-].[K+].[K+]. Given the product [CH2:1]([O:22][C:19]1[CH:20]=[CH:21][C:16]([C@@H:15]([OH:26])[C@@H:14]([NH:13][C:11](=[O:12])[C:10]([F:29])([F:28])[F:9])[CH3:27])=[CH:17][C:18]=1[N+:23]([O-:25])=[O:24])[C:2]1[CH:7]=[CH:6][CH:5]=[CH:4][CH:3]=1, predict the reactants needed to synthesize it.